From a dataset of Forward reaction prediction with 1.9M reactions from USPTO patents (1976-2016). Predict the product of the given reaction. (1) Given the reactants [Cl:1][C:2]1[C:9]([CH3:10])=[C:8]([C:11]2[CH:15]=[CH:14][NH:13][N:12]=2)[CH:7]=[CH:6][C:3]=1[C:4]#[N:5].O[CH2:17][C@H:18]([NH:21]C(=O)OC(C)(C)C)[CH2:19][CH3:20], predict the reaction product. The product is: [NH2:21][C@H:18]([CH2:19][CH3:20])[CH2:17][N:13]1[CH:14]=[CH:15][C:11]([C:8]2[CH:7]=[CH:6][C:3]([C:4]#[N:5])=[C:2]([Cl:1])[C:9]=2[CH3:10])=[N:12]1. (2) Given the reactants [CH3:1][N:2]([CH3:33])[C:3]1[CH:8]=[CH:7][C:6]([CH2:9][N:10]([C:24]2[CH:29]=[CH:28][C:27]([CH:30]([CH3:32])[CH3:31])=[CH:26][CH:25]=2)[C:11]([CH:13]2[C:22]3[C:17](=[CH:18][CH:19]=[C:20]([OH:23])[CH:21]=3)[CH2:16][CH2:15][CH2:14]2)=[O:12])=[CH:5][CH:4]=1.[CH2:34](I)[CH3:35].[H-].[Na+], predict the reaction product. The product is: [CH3:1][N:2]([CH3:33])[C:3]1[CH:8]=[CH:7][C:6]([CH2:9][N:10]([C:24]2[CH:25]=[CH:26][C:27]([CH:30]([CH3:31])[CH3:32])=[CH:28][CH:29]=2)[C:11]([CH:13]2[C:22]3[C:17](=[CH:18][CH:19]=[C:20]([O:23][CH2:34][CH3:35])[CH:21]=3)[CH2:16][CH2:15][CH2:14]2)=[O:12])=[CH:5][CH:4]=1. (3) Given the reactants Cl[C:2]1[C:7]([CH:8]=[O:9])=[C:6]([Cl:10])[N:5]=[C:4]([S:11][CH3:12])[N:3]=1.[CH:13]1([NH2:19])[CH2:18][CH2:17][CH2:16][CH2:15][CH2:14]1, predict the reaction product. The product is: [Cl:10][C:6]1[C:7]([CH:8]=[O:9])=[C:2]([NH:19][CH:13]2[CH2:18][CH2:17][CH2:16][CH2:15][CH2:14]2)[N:3]=[C:4]([S:11][CH3:12])[N:5]=1. (4) Given the reactants [H-].[Na+].[OH:3][C@@H:4]([CH2:9][O:10][C@H:11]([CH3:15])[CH2:12][O:13][CH3:14])[C:5]([O:7][CH3:8])=[O:6].Cl[C:17]1[N:22]=[CH:21][N:20]=[C:19]2[N:23]([C:26]3[CH:31]=[CH:30][CH:29]=[CH:28][C:27]=3[Cl:32])[N:24]=[CH:25][C:18]=12.C(O)(=O)CC(CC(O)=O)(C(O)=O)O, predict the reaction product. The product is: [Cl:32][C:27]1[CH:28]=[CH:29][CH:30]=[CH:31][C:26]=1[N:23]1[C:19]2=[N:20][CH:21]=[N:22][C:17]([O:3][C@@H:4]([CH2:9][O:10][C@H:11]([CH3:15])[CH2:12][O:13][CH3:14])[C:5]([O:7][CH3:8])=[O:6])=[C:18]2[CH:25]=[N:24]1. (5) Given the reactants C=C[C@@H]1[C@@H]2C[C@H]([C@@H:11]([OH:22])[C:12]3C4C(=CC=CC=4)N=CC=3)N(CC2)C1.N1C=CC=CC=1.[CH3:29][NH:30][C:31]([C:33]1[CH:42]=[CH:41][C:40]2[C:35](=[CH:36][CH:37]=[C:38]([C:43]([C:45]3[N:46]=[CH:47][N:48]([C:50]([C:63]4[CH:68]=[CH:67][CH:66]=[CH:65][CH:64]=4)([C:57]4[CH:62]=[CH:61][CH:60]=[CH:59][CH:58]=4)[C:51]4[CH:56]=[CH:55][CH:54]=[CH:53][CH:52]=4)[CH:49]=3)=[O:44])[CH:39]=2)[CH:34]=1)=[O:32].Cl.[O:70]1CC[CH2:72][CH2:71]1, predict the reaction product. The product is: [OH:44][C@@:43]([C:38]1[CH:37]=[CH:36][C:35]2[C:40](=[CH:41][CH:42]=[C:33]([C:31]([NH:30][CH3:29])=[O:32])[CH:34]=2)[CH:39]=1)([C:45]1[N:46]=[CH:47][N:48]([C:50]([C:51]2[CH:56]=[CH:55][CH:54]=[CH:53][CH:52]=2)([C:57]2[CH:58]=[CH:59][CH:60]=[CH:61][CH:62]=2)[C:63]2[CH:68]=[CH:67][CH:66]=[CH:65][CH:64]=2)[CH:49]=1)[CH2:72][C:71]([O:22][CH2:11][CH3:12])=[O:70]. (6) Given the reactants [N:1]1[C:10]2[C:5](=[CH:6][C:7]([C:11]3([C:14]4[N:18]5[N:19]=[C:20]([C:23]6[CH:31]=[CH:30][C:26]([C:27]([OH:29])=O)=[CH:25][CH:24]=6)[CH:21]=[N:22][C:17]5=[N:16][N:15]=4)[CH2:13][CH2:12]3)=[CH:8][CH:9]=2)[CH:4]=[CH:3][CH:2]=1.[NH2:32][C@@H:33]([CH3:37])[C:34]([NH2:36])=[O:35].F[P-](F)(F)(F)(F)F.N1(O[P+](N(C)C)(N(C)C)N(C)C)C2C=CC=CC=2N=N1.C(N(CC)C(C)C)(C)C, predict the reaction product. The product is: [NH2:36][C:34](=[O:35])[C@@H:33]([NH:32][C:27](=[O:29])[C:26]1[CH:30]=[CH:31][C:23]([C:20]2[CH:21]=[N:22][C:17]3[N:18]([C:14]([C:11]4([C:7]5[CH:6]=[C:5]6[C:10](=[CH:9][CH:8]=5)[N:1]=[CH:2][CH:3]=[CH:4]6)[CH2:12][CH2:13]4)=[N:15][N:16]=3)[N:19]=2)=[CH:24][CH:25]=1)[CH3:37]. (7) Given the reactants [BH4-].[Na+].[C:3]([C:6]1[O:7][CH:8]=[C:9]([C:11]([NH:13][CH2:14][C@@H:15]([N:17]2[CH:21]=[CH:20][C:19]([C:22]3[CH:27]=[CH:26][C:25]([C:28]#[N:29])=[C:24]([Cl:30])[CH:23]=3)=[N:18]2)[CH3:16])=[O:12])[N:10]=1)(=[O:5])[CH3:4], predict the reaction product. The product is: [Cl:30][C:24]1[CH:23]=[C:22]([C:19]2[CH:20]=[CH:21][N:17]([C@@H:15]([CH3:16])[CH2:14][NH:13][C:11]([C:9]3[N:10]=[C:6]([CH:3]([OH:5])[CH3:4])[O:7][CH:8]=3)=[O:12])[N:18]=2)[CH:27]=[CH:26][C:25]=1[C:28]#[N:29]. (8) Given the reactants [CH2:1]([O:8][C:9]1[CH:17]=[CH:16][C:12]([C:13](O)=[O:14])=[CH:11][CH:10]=1)[C:2]1[CH:7]=[CH:6][CH:5]=[CH:4][CH:3]=1.C(Cl)(=O)C([Cl:21])=O.CN(C)C=O, predict the reaction product. The product is: [CH2:1]([O:8][C:9]1[CH:17]=[CH:16][C:12]([C:13]([Cl:21])=[O:14])=[CH:11][CH:10]=1)[C:2]1[CH:7]=[CH:6][CH:5]=[CH:4][CH:3]=1. (9) Given the reactants [F:1][C:2]1[CH:7]=[CH:6][C:5]([C:8](=[O:31])[CH:9]([NH:21][C:22]([C:24]2[O:25][CH:26]=[CH:27][C:28](=[O:30])[CH:29]=2)=[O:23])[CH2:10][C:11]2[CH:16]=[CH:15][C:14]([C:17]([F:20])([F:19])[F:18])=[CH:13][CH:12]=2)=[CH:4][CH:3]=1.[BH4-].[Na+].Cl, predict the reaction product. The product is: [F:1][C:2]1[CH:3]=[CH:4][C:5]([CH:8]([OH:31])[CH:9]([NH:21][C:22]([C:24]2[O:25][CH:26]=[CH:27][C:28](=[O:30])[CH:29]=2)=[O:23])[CH2:10][C:11]2[CH:16]=[CH:15][C:14]([C:17]([F:20])([F:18])[F:19])=[CH:13][CH:12]=2)=[CH:6][CH:7]=1. (10) The product is: [C:25]([CH2:24][C:13]1([N:11]2[CH:12]=[C:8]([C:6]3[N:5]4[CH:27]=[CH:28][N:29]=[C:4]4[CH:3]=[C:2]([C:35]4[CH:36]=[CH:37][C:32]([C:31]([F:42])([F:41])[F:30])=[CH:33][CH:34]=4)[N:7]=3)[CH:9]=[N:10]2)[CH2:16][N:15]([C:17]([O:19][C:20]([CH3:23])([CH3:22])[CH3:21])=[O:18])[CH2:14]1)#[N:26]. Given the reactants Cl[C:2]1[N:7]=[C:6]([C:8]2[CH:9]=[N:10][N:11]([C:13]3([CH2:24][C:25]#[N:26])[CH2:16][N:15]([C:17]([O:19][C:20]([CH3:23])([CH3:22])[CH3:21])=[O:18])[CH2:14]3)[CH:12]=2)[N:5]2[CH:27]=[CH:28][N:29]=[C:4]2[CH:3]=1.[F:30][C:31]([F:42])([F:41])[C:32]1[CH:37]=[CH:36][C:35](B(O)O)=[CH:34][CH:33]=1.CC(C1C=C(C(C)C)C(C2C=CC=CC=2P(C2CCCCC2)C2CCCCC2)=C(C(C)C)C=1)C.P([O-])([O-])([O-])=O.[K+].[K+].[K+], predict the reaction product.